This data is from Peptide-MHC class II binding affinity with 134,281 pairs from IEDB. The task is: Regression. Given a peptide amino acid sequence and an MHC pseudo amino acid sequence, predict their binding affinity value. This is MHC class II binding data. (1) The peptide sequence is FFAVTALTIAYLVGS. The MHC is H-2-IEd with pseudo-sequence H-2-IEd. The binding affinity (normalized) is 0. (2) The peptide sequence is VRKVCYNAVLTHVKI. The MHC is DRB3_0101 with pseudo-sequence DRB3_0101. The binding affinity (normalized) is 0.585. (3) The peptide sequence is EISTNIRQAGVQYSR. The MHC is DRB1_0802 with pseudo-sequence DRB1_0802. The binding affinity (normalized) is 0.536.